Dataset: Full USPTO retrosynthesis dataset with 1.9M reactions from patents (1976-2016). Task: Predict the reactants needed to synthesize the given product. (1) Given the product [S:31]1[C:27]2[CH:26]=[CH:25][CH:24]=[C:23]([O:22][C:19]3[CH:20]=[CH:21][C:16]([NH:15][C:13]4[C:14]5[N:6]([CH2:5][CH2:4][NH:3][C:35](=[O:36])[CH:34]([F:38])[F:33])[CH:7]=[CH:8][C:9]=5[N:10]=[CH:11][N:12]=4)=[CH:17][C:18]=3[Cl:32])[C:28]=2[CH:29]=[N:30]1, predict the reactants needed to synthesize it. The reactants are: Cl.Cl.[NH2:3][CH2:4][CH2:5][N:6]1[C:14]2[C:13]([NH:15][C:16]3[CH:21]=[CH:20][C:19]([O:22][C:23]4[C:28]5[CH:29]=[N:30][S:31][C:27]=5[CH:26]=[CH:25][CH:24]=4)=[C:18]([Cl:32])[CH:17]=3)=[N:12][CH:11]=[N:10][C:9]=2[CH:8]=[CH:7]1.[F:33][CH:34]([F:38])[C:35](O)=[O:36].ON1C2C=CC=CC=2N=N1.Cl.C(N=C=NCCCN(C)C)C. (2) Given the product [CH2:16]([S:20]([C:9]1[C:8]2[C:12](=[CH:13][CH:14]=[C:6]([F:5])[CH:7]=2)[NH:11][C:10]=1[CH3:15])(=[O:22])=[O:21])[CH2:17][CH2:18][CH3:19], predict the reactants needed to synthesize it. The reactants are: [Br-].[In+3].[Br-].[Br-].[F:5][C:6]1[CH:7]=[C:8]2[C:12](=[CH:13][CH:14]=1)[NH:11][C:10]([CH3:15])=[CH:9]2.[CH2:16]([S:20](Cl)(=[O:22])=[O:21])[CH2:17][CH2:18][CH3:19].